This data is from Reaction yield outcomes from USPTO patents with 853,638 reactions. The task is: Predict the reaction yield, written as a fraction of the theoretical maximum amount of product (1.0 means a 100% yield; for example, 0.34 means a 34% yield). (1) The yield is 0.920. The product is [CH3:41][C:33]([NH:42][C:13](=[O:15])[CH2:12][N:11]1[C:7]([CH2:6][C:5]2[CH:4]=[CH:3][C:2]([F:1])=[CH:31][CH:30]=2)=[CH:8][C:9]([C:16]2[N:17]=[N:18][N:19]([CH2:21][C:22]3[CH:23]=[CH:24][C:25]([O:28][CH3:29])=[CH:26][CH:27]=3)[CH:20]=2)=[N:10]1)([CH3:32])[CH2:34][N:35]1[CH2:36][CH2:37][O:38][CH2:39][CH2:40]1. The reactants are [F:1][C:2]1[CH:31]=[CH:30][C:5]([CH2:6][C:7]2[N:11]([CH2:12][C:13]([OH:15])=O)[N:10]=[C:9]([C:16]3[N:17]=[N:18][N:19]([CH2:21][C:22]4[CH:27]=[CH:26][C:25]([O:28][CH3:29])=[CH:24][CH:23]=4)[CH:20]=3)[CH:8]=2)=[CH:4][CH:3]=1.[CH3:32][C:33]([NH2:42])([CH3:41])[CH2:34][N:35]1[CH2:40][CH2:39][O:38][CH2:37][CH2:36]1.CN(C(ON1N=NC2C=CC=NC1=2)=[N+](C)C)C.F[P-](F)(F)(F)(F)F.CCN(CC)CC. The catalyst is CN(C=O)C. (2) The reactants are [Cl:1][C:2]1[C:3]([N+:9]([O-])=O)=[C:4]([CH:6]=[CH:7][CH:8]=1)[NH2:5].C(O)(=O)C. The catalyst is C(O)(C)C.O.[Ni]. The product is [Cl:1][C:2]1[CH:8]=[CH:7][CH:6]=[C:4]([NH2:5])[C:3]=1[NH2:9]. The yield is 0.670. (3) The reactants are [CH2:1]([O:8][C:9]1[CH:17]=[C:16]([O:18][CH2:19][C:20]2[CH:25]=[CH:24][CH:23]=[CH:22][CH:21]=2)[C:15]([CH:26]([CH3:28])[CH3:27])=[CH:14][C:10]=1[C:11](O)=[O:12])[C:2]1[CH:7]=[CH:6][CH:5]=[CH:4][CH:3]=1.ON1[C:34]2[CH:35]=[CH:36][CH:37]=C[C:33]=2[N:32]=[N:31]1.NN1CCCCC1.Cl.C(N=C=NCCCN(C)C)C.C(N(CC)CC)C. The catalyst is CN(C)C=O. The product is [CH2:1]([O:8][C:9]1[CH:17]=[C:16]([O:18][CH2:19][C:20]2[CH:21]=[CH:22][CH:23]=[CH:24][CH:25]=2)[C:15]([CH:26]([CH3:28])[CH3:27])=[CH:14][C:10]=1[C:11]([NH:31][N:32]1[CH2:37][CH2:36][CH2:35][CH2:34][CH2:33]1)=[O:12])[C:2]1[CH:3]=[CH:4][CH:5]=[CH:6][CH:7]=1. The yield is 0.864. (4) The reactants are [Br:1][C:2]1[C:7]([C:8](OC)=[O:9])=[CH:6][C:5]([NH:12][C:13]([NH:15][CH2:16][CH3:17])=[O:14])=[N:4][CH:3]=1.[NH3:18]. The catalyst is CO. The product is [Br:1][C:2]1[C:7]([C:8]([NH2:18])=[O:9])=[CH:6][C:5]([NH:12][C:13]([NH:15][CH2:16][CH3:17])=[O:14])=[N:4][CH:3]=1. The yield is 0.951.